Dataset: Forward reaction prediction with 1.9M reactions from USPTO patents (1976-2016). Task: Predict the product of the given reaction. (1) Given the reactants [N:1]1[C:10]2[C:5](=[CH:6][CH:7]=[CH:8][CH:9]=2)[N:4]=[CH:3][C:2]=1[C:11](Cl)=[O:12].[Cl:14][CH:15]1[CH:20]2[CH:18]3[CH:19]2[CH2:21][CH:16]1[CH:17]3[NH2:22].N1C=CC=CC=1, predict the reaction product. The product is: [Cl:14][CH:15]1[CH:20]2[CH:18]3[CH:19]2[CH2:21][CH:16]1[CH:17]3[NH:22][C:11]([C:2]1[CH:3]=[N:4][C:5]2[C:10](=[CH:9][CH:8]=[CH:7][CH:6]=2)[N:1]=1)=[O:12]. (2) Given the reactants [NH2:1][C:2]1[CH:3]=[N:4][CH:5]=[C:6](OC)[CH:7]=1.N1C=CC=CC=1.[C:16]1([O:22][C:23](Cl)=[O:24])[CH:21]=[CH:20][CH:19]=[CH:18][CH:17]=1.C1C[O:29][CH2:28]C1, predict the reaction product. The product is: [CH3:28][O:29][C:5]1[N:4]=[CH:3][C:2]([NH:1][C:23](=[O:24])[O:22][C:16]2[CH:21]=[CH:20][CH:19]=[CH:18][CH:17]=2)=[CH:7][CH:6]=1. (3) Given the reactants [Br:1][C:2]1[CH:7]=[CH:6][C:5]([OH:8])=[CH:4][N:3]=1.[H-].[Na+].I[CH3:12].O, predict the reaction product. The product is: [Br:1][C:2]1[CH:7]=[CH:6][C:5]([O:8][CH3:12])=[CH:4][N:3]=1. (4) Given the reactants C[Si]([N-][Si](C)(C)C)(C)C.[Li+].[C:11]1([C:17](=[N:24][CH:25]2[CH2:30][CH2:29][CH2:28][CH:27]([C:31]([O:33][CH3:34])=[O:32])[CH2:26]2)[C:18]2[CH:23]=[CH:22][CH:21]=[CH:20][CH:19]=2)[CH:16]=[CH:15][CH:14]=[CH:13][CH:12]=1.[F:35][C:36]1[CH:43]=[CH:42][C:39]([CH2:40]Br)=[CH:38][CH:37]=1, predict the reaction product. The product is: [C:11]1([C:17](=[N:24][CH:25]2[CH2:30][CH2:29][CH2:28][C:27]([CH2:40][C:39]3[CH:42]=[CH:43][C:36]([F:35])=[CH:37][CH:38]=3)([C:31]([O:33][CH3:34])=[O:32])[CH2:26]2)[C:18]2[CH:23]=[CH:22][CH:21]=[CH:20][CH:19]=2)[CH:16]=[CH:15][CH:14]=[CH:13][CH:12]=1. (5) Given the reactants [F:1][C:2]1[CH:7]=[CH:6][C:5]([CH3:8])=[CH:4][C:3]=1[NH:9][C:10]1[N:15]2[N:16]=[CH:17][C:18]([C:19](O)=[O:20])=[C:14]2[N:13]=[CH:12][C:11]=1[C:22]([N:24]1[CH2:29][CH2:28][CH:27]([C:30]2[CH:35]=[CH:34][C:33]([F:36])=[CH:32][CH:31]=2)[CH2:26][CH2:25]1)=[O:23].[CH2:37]([S:39]([NH2:42])(=[O:41])=[O:40])[CH3:38], predict the reaction product. The product is: [F:1][C:2]1[CH:7]=[CH:6][C:5]([CH3:8])=[CH:4][C:3]=1[NH:9][C:10]1[N:15]2[N:16]=[CH:17][C:18]([C:19]([NH:42][S:39]([CH2:37][CH3:38])(=[O:41])=[O:40])=[O:20])=[C:14]2[N:13]=[CH:12][C:11]=1[C:22]([N:24]1[CH2:29][CH2:28][CH:27]([C:30]2[CH:31]=[CH:32][C:33]([F:36])=[CH:34][CH:35]=2)[CH2:26][CH2:25]1)=[O:23]. (6) Given the reactants [F:1][C:2]([F:36])([F:35])[C:3]1[CH:4]=[C:5]([CH:28]=[C:29]([C:31]([F:34])([F:33])[F:32])[CH:30]=1)[C:6]([N:8]1[CH2:27][CH2:26][C:11]2([O:16][C:15](=[O:17])[NH:14][CH2:13][CH:12]2[C:18]2[CH:23]=[CH:22][C:21]([F:24])=[C:20]([F:25])[CH:19]=2)[CH2:10][CH2:9]1)=[O:7].CN(C)C=O.[H-].[Na+].Br[CH2:45][CH:46]([F:48])[F:47], predict the reaction product. The product is: [F:36][C:2]([F:1])([F:35])[C:3]1[CH:4]=[C:5]([CH:28]=[C:29]([C:31]([F:32])([F:33])[F:34])[CH:30]=1)[C:6]([N:8]1[CH2:9][CH2:10][C:11]2([O:16][C:15](=[O:17])[N:14]([CH2:45][CH:46]([F:48])[F:47])[CH2:13][CH:12]2[C:18]2[CH:23]=[CH:22][C:21]([F:24])=[C:20]([F:25])[CH:19]=2)[CH2:26][CH2:27]1)=[O:7]. (7) Given the reactants C(O[C:4]([C:6]1([CH2:12][CH2:13]OC)[CH2:11][CH2:10][NH:9][CH2:8][CH2:7]1)=[O:5])C.[CH3:16][C:17]1[C:21]([S:22](Cl)(=[O:24])=[O:23])=[C:20]([CH3:26])[O:19][N:18]=1.[CH3:27][O:28][CH2:29][C:30]([C:33]1[CH:38]=[CH:37][C:36]([NH2:39])=[CH:35][CH:34]=1)([CH3:32])[CH3:31], predict the reaction product. The product is: [CH3:16][C:17]1[C:21]([S:22]([N:9]2[CH2:8][CH2:7][C:6]3([C:4](=[O:5])[N:39]([C:36]4[CH:35]=[CH:34][C:33]([C:30]([CH3:32])([CH3:31])[CH2:29][O:28][CH3:27])=[CH:38][CH:37]=4)[CH2:13][CH2:12]3)[CH2:11][CH2:10]2)(=[O:24])=[O:23])=[C:20]([CH3:26])[O:19][N:18]=1.